This data is from Peptide-MHC class II binding affinity with 134,281 pairs from IEDB. The task is: Regression. Given a peptide amino acid sequence and an MHC pseudo amino acid sequence, predict their binding affinity value. This is MHC class II binding data. (1) The binding affinity (normalized) is 0. The peptide sequence is KHTDACCRTHDMCPDVMS. The MHC is DRB1_0301 with pseudo-sequence DRB1_0301. (2) The peptide sequence is AFKVAATAANAPPAN. The MHC is DRB1_0901 with pseudo-sequence DRB1_0901. The binding affinity (normalized) is 0.713. (3) The peptide sequence is IHLVIHRIRTLIGQE. The binding affinity (normalized) is 0.710. The MHC is HLA-DQA10201-DQB10402 with pseudo-sequence HLA-DQA10201-DQB10402. (4) The peptide sequence is VFGSAFQGLFGGLNW. The MHC is DRB1_0701 with pseudo-sequence DRB1_0701. The binding affinity (normalized) is 0.178. (5) The peptide sequence is GWNDWENVPFCSHHF. The MHC is DRB3_0202 with pseudo-sequence DRB3_0202. The binding affinity (normalized) is 0.541. (6) The peptide sequence is IIFSQNMNIKLKMPL. The MHC is DRB3_0202 with pseudo-sequence DRB3_0202. The binding affinity (normalized) is 0.840. (7) The MHC is HLA-DQA10401-DQB10402 with pseudo-sequence HLA-DQA10401-DQB10402. The peptide sequence is INEPTAAAIAYILDR. The binding affinity (normalized) is 0.301.